Dataset: Reaction yield outcomes from USPTO patents with 853,638 reactions. Task: Predict the reaction yield, written as a fraction of the theoretical maximum amount of product (1.0 means a 100% yield; for example, 0.34 means a 34% yield). (1) The reactants are [CH:1]([N:4](C(C)C)CC)(C)C.CN(C(ON1N=[N:25][C:20]2[CH:21]=[CH:22][CH:23]=[CH:24]C1=2)=[N+](C)C)C.F[P-](F)(F)(F)(F)F.[CH2:34](N(C)C1CCNCC1)[C:35]1[CH:40]=[CH:39][CH:38]=[CH:37][CH:36]=1.[CH3:49][N:50]1[CH:54]=[CH:53][N:52]=[C:51]1[CH2:55][CH2:56][C:57]([OH:59])=O. The catalyst is C(Cl)(Cl)Cl.CO. The product is [CH2:34]([CH:22]1[CH2:23][CH2:24][N:25]([C:57](=[O:59])[CH2:56][CH2:55][C:51]2[N:50]([CH3:49])[CH:54]=[CH:53][N:52]=2)[CH:20]([NH:4][CH3:1])[CH2:21]1)[C:35]1[CH:36]=[CH:37][CH:38]=[CH:39][CH:40]=1. The yield is 0.350. (2) The reactants are [Br:1][C:2]1[C:7]([N+:8]([O-:10])=[O:9])=[CH:6][C:5]([OH:11])=[C:4]([CH:12]2[CH2:16][CH2:15][CH2:14][CH2:13]2)[CH:3]=1.[C:17]([O-])([O-])=O.[Cs+].[Cs+].IC. The catalyst is CN(C=O)C. The product is [Br:1][C:2]1[CH:3]=[C:4]([CH:12]2[CH2:16][CH2:15][CH2:14][CH2:13]2)[C:5]([O:11][CH3:17])=[CH:6][C:7]=1[N+:8]([O-:10])=[O:9]. The yield is 0.890. (3) The reactants are [Cl-].O[NH3+:3].[C:4](=[O:7])([O-])[OH:5].[Na+].CS(C)=O.[CH2:13]([C:17]1[N:18]=[C:19]([CH3:46])[N:20]([CH2:39][CH:40]2[CH2:45][CH2:44][CH2:43][CH2:42][O:41]2)[C:21](=[O:38])[C:22]=1[CH2:23][C:24]1[CH:29]=[CH:28][C:27]([C:30]2[C:31]([C:36]#[N:37])=[CH:32][CH:33]=[CH:34][CH:35]=2)=[CH:26][CH:25]=1)[CH2:14][CH2:15][CH3:16]. The catalyst is C(OCC)(=O)C. The product is [CH2:13]([C:17]1[N:18]=[C:19]([CH3:46])[N:20]([CH2:39][CH:40]2[CH2:45][CH2:44][CH2:43][CH2:42][O:41]2)[C:21](=[O:38])[C:22]=1[CH2:23][C:24]1[CH:25]=[CH:26][C:27]([C:30]2[CH:35]=[CH:34][CH:33]=[CH:32][C:31]=2[C:36]2[NH:3][C:4](=[O:7])[O:5][N:37]=2)=[CH:28][CH:29]=1)[CH2:14][CH2:15][CH3:16]. The yield is 0.330. (4) The reactants are C([N-]C(C)C)(C)C.[Li+].[F:9][C:10]1[CH:15]=[CH:14][CH:13]=[CH:12][N:11]=1.[F:16][C:17]([F:24])([F:23])[C:18](OCC)=[O:19].[N+:25]([CH3:28])([O-:27])=[O:26].Cl. The catalyst is O1CCCC1. The product is [F:16][C:17]([F:24])([F:23])[C:18]([C:15]1[C:10]([F:9])=[N:11][CH:12]=[CH:13][CH:14]=1)([OH:19])[CH2:28][N+:25]([O-:27])=[O:26]. The yield is 0.850.